Dataset: Reaction yield outcomes from USPTO patents with 853,638 reactions. Task: Predict the reaction yield, written as a fraction of the theoretical maximum amount of product (1.0 means a 100% yield; for example, 0.34 means a 34% yield). (1) The reactants are C1([C@@H]([N:10]2[CH:14]=[C:13]([C:15]3[C:16]4[CH:23]=[CH:22][N:21]([CH2:24][O:25][CH2:26][CH2:27][Si:28]([CH3:31])([CH3:30])[CH3:29])[C:17]=4[N:18]=[CH:19][N:20]=3)[CH:12]=[N:11]2)CC#N)CCCC1.C(#N)C.CC(C)([O-])C.[K+].C1COCC1. The catalyst is C(OCC)(=O)C.[Cl-].[NH4+]. The product is [NH:10]1[CH:14]=[C:13]([C:15]2[C:16]3[CH:23]=[CH:22][N:21]([CH2:24][O:25][CH2:26][CH2:27][Si:28]([CH3:31])([CH3:30])[CH3:29])[C:17]=3[N:18]=[CH:19][N:20]=2)[CH:12]=[N:11]1. The yield is 0.880. (2) The reactants are [N:1]1([CH2:7][CH2:8][CH2:9]O)[CH2:6][CH2:5][CH2:4][CH2:3][CH2:2]1.[BrH:11]. The product is [BrH:11].[Br:11][CH2:9][CH2:8][CH2:7][N:1]1[CH2:6][CH2:5][CH2:4][CH2:3][CH2:2]1. The catalyst is O. The yield is 0.780. (3) The reactants are Br[C:2]1[C:3]([N:21]2[CH2:26][CH2:25][C:24]([CH3:28])([CH3:27])[CH2:23][CH2:22]2)=[C:4]([C@H:10]([O:16][C:17]([CH3:20])([CH3:19])[CH3:18])[C:11]([O:13][CH2:14][CH3:15])=[O:12])[C:5]([CH3:9])=[N:6][C:7]=1[CH3:8].[F:29][C:30]1[CH:31]=[C:32](B(O)O)[CH:33]=[CH:34][C:35]=1[CH3:36].C([O-])([O-])=O.[Na+].[Na+]. The catalyst is CN(C=O)C.C1C=CC([P]([Pd]([P](C2C=CC=CC=2)(C2C=CC=CC=2)C2C=CC=CC=2)([P](C2C=CC=CC=2)(C2C=CC=CC=2)C2C=CC=CC=2)[P](C2C=CC=CC=2)(C2C=CC=CC=2)C2C=CC=CC=2)(C2C=CC=CC=2)C2C=CC=CC=2)=CC=1. The product is [C:17]([O:16][C@@H:10]([C:4]1[C:5]([CH3:9])=[N:6][C:7]([CH3:8])=[C:2]([C:32]2[CH:33]=[CH:34][C:35]([CH3:36])=[C:30]([F:29])[CH:31]=2)[C:3]=1[N:21]1[CH2:26][CH2:25][C:24]([CH3:28])([CH3:27])[CH2:23][CH2:22]1)[C:11]([O:13][CH2:14][CH3:15])=[O:12])([CH3:20])([CH3:19])[CH3:18]. The yield is 0.493.